From a dataset of Forward reaction prediction with 1.9M reactions from USPTO patents (1976-2016). Predict the product of the given reaction. (1) Given the reactants [NH:1]1[CH2:6][CH2:5][CH2:4][CH2:3][CH2:2]1.CCN(CC)CC.F[C:15]1[CH:20]=[CH:19][C:18]([N+:21]([O-:23])=[O:22])=[CH:17][C:16]=1[F:24], predict the reaction product. The product is: [F:24][C:16]1[CH:17]=[C:18]([N+:21]([O-:23])=[O:22])[CH:19]=[CH:20][C:15]=1[N:1]1[CH2:6][CH2:5][CH2:4][CH2:3][CH2:2]1. (2) Given the reactants [F:1][C:2]1[N:7]=[C:6]2[NH:8][CH:9]=[CH:10][C:5]2=[CH:4][CH:3]=1.[C:11](=O)([O-])[O-].[K+].[K+].CI.O, predict the reaction product. The product is: [F:1][C:2]1[N:7]=[C:6]2[N:8]([CH3:11])[CH:9]=[CH:10][C:5]2=[CH:4][CH:3]=1. (3) Given the reactants [CH:1]1[C:13]2[CH:12]([CH2:14][CH:15]3[C:27]4[CH:26]=[CH:25][CH:24]=[CH:23][C:22]=4[C:21]4[C:16]3=[CH:17][CH:18]=[CH:19][CH:20]=4)[C:11]3[C:6](=[CH:7][CH:8]=[CH:9][CH:10]=3)[C:5]=2[CH:4]=[CH:3][CH:2]=1.[C:28]([O:32][CH3:33])(=[O:31])[CH:29]=[CH2:30].Cl, predict the reaction product. The product is: [CH3:33][O:32][C:28]([CH2:29][CH2:30][C:12]1([CH2:14][C:15]2([CH2:30][CH2:29][C:28]([O:32][CH3:33])=[O:31])[C:27]3[CH:26]=[CH:25][CH:24]=[CH:23][C:22]=3[C:21]3[C:16]2=[CH:17][CH:18]=[CH:19][CH:20]=3)[C:13]2[CH:1]=[CH:2][CH:3]=[CH:4][C:5]=2[C:6]2[C:11]1=[CH:10][CH:9]=[CH:8][CH:7]=2)=[O:31]. (4) Given the reactants [Si:1]([O:18][CH2:19][C@@H:20]([N:23]1[C@H:28]([C:29]2[CH:34]=[CH:33][C:32]([Cl:35])=[CH:31][CH:30]=2)[C@@H:27]([C:36]2[CH:41]=[CH:40][CH:39]=[C:38]([Cl:42])[CH:37]=2)[CH2:26][CH2:25][C:24]1=[O:43])[CH2:21][CH3:22])([C:14]([CH3:17])([CH3:16])[CH3:15])([C:8]1[CH:13]=[CH:12][CH:11]=[CH:10][CH:9]=1)[C:2]1[CH:7]=[CH:6][CH:5]=[CH:4][CH:3]=1.[CH3:44]I, predict the reaction product. The product is: [Si:1]([O:18][CH2:19][C@@H:20]([N:23]1[C@H:28]([C:29]2[CH:30]=[CH:31][C:32]([Cl:35])=[CH:33][CH:34]=2)[C@@H:27]([C:36]2[CH:41]=[CH:40][CH:39]=[C:38]([Cl:42])[CH:37]=2)[CH2:26][CH:25]([CH3:44])[C:24]1=[O:43])[CH2:21][CH3:22])([C:14]([CH3:17])([CH3:16])[CH3:15])([C:2]1[CH:7]=[CH:6][CH:5]=[CH:4][CH:3]=1)[C:8]1[CH:13]=[CH:12][CH:11]=[CH:10][CH:9]=1.